From a dataset of Reaction yield outcomes from USPTO patents with 853,638 reactions. Predict the reaction yield, written as a fraction of the theoretical maximum amount of product (1.0 means a 100% yield; for example, 0.34 means a 34% yield). (1) The reactants are [CH2:1]([N:8]1[CH2:13][CH:12]2[CH2:14][CH2:15][CH:9]1[C@@H:10]([OH:16])[CH2:11]2)[C:2]1[CH:7]=[CH:6][CH:5]=[CH:4][CH:3]=1.C[N+]1([O-])CCOCC1. The catalyst is C(#N)C.[Ru]([O-])(=O)(=O)=O.C([N+](CCC)(CCC)CCC)CC. The product is [CH2:1]([N:8]1[CH2:13][CH:12]2[CH2:14][CH2:15][CH:9]1[C:10](=[O:16])[CH2:11]2)[C:2]1[CH:3]=[CH:4][CH:5]=[CH:6][CH:7]=1. The yield is 0.810. (2) The reactants are [F:1][C:2]1[CH:32]=[CH:31][C:5]([C:6]([NH:8][C:9]2[CH:14]=[CH:13][C:12]([CH:15]3[C:24]([CH3:26])([CH3:25])[CH2:23][C:22]4[C:17](=[CH:18][CH:19]=[C:20]([C:27]([O:29]C)=[O:28])[CH:21]=4)[NH:16]3)=[CH:11][CH:10]=2)=[O:7])=[CH:4][CH:3]=1.[OH-].[Na+]. The catalyst is CO.O. The product is [F:1][C:2]1[CH:32]=[CH:31][C:5]([C:6]([NH:8][C:9]2[CH:10]=[CH:11][C:12]([CH:15]3[C:24]([CH3:26])([CH3:25])[CH2:23][C:22]4[C:17](=[CH:18][CH:19]=[C:20]([C:27]([OH:29])=[O:28])[CH:21]=4)[NH:16]3)=[CH:13][CH:14]=2)=[O:7])=[CH:4][CH:3]=1. The yield is 0.950.